From a dataset of Catalyst prediction with 721,799 reactions and 888 catalyst types from USPTO. Predict which catalyst facilitates the given reaction. Reactant: Cl[C:2]1[N:7]=[C:6]([CH3:8])[N:5]=[C:4]([N:9]([CH3:19])[C:10]2[C:15]([CH3:16])=[CH:14][C:13]([CH3:17])=[CH:12][C:11]=2[CH3:18])[C:3]=1[CH3:20].[CH2:21]([NH:25][CH2:26][CH3:27])[CH2:22][CH2:23][CH3:24]. Product: [CH2:21]([N:25]([CH2:26][CH3:27])[C:2]1[C:3]([CH3:20])=[C:4]([N:9]([CH3:19])[C:10]2[C:15]([CH3:16])=[CH:14][C:13]([CH3:17])=[CH:12][C:11]=2[CH3:18])[N:5]=[C:6]([CH3:8])[N:7]=1)[CH2:22][CH2:23][CH3:24]. The catalyst class is: 16.